This data is from Buchwald-Hartwig C-N cross coupling reaction yields with 55,370 reactions. The task is: Predict the reaction yield, written as a fraction of the theoretical maximum amount of product (1.0 means a 100% yield; for example, 0.34 means a 34% yield). The reactants are CCc1ccc(Cl)cc1.Cc1ccc(N)cc1.O=S(=O)(O[Pd]1c2ccccc2-c2ccccc2N~1)C(F)(F)F.CC(C)c1cc(C(C)C)c(-c2ccccc2P(C2CCCCC2)C2CCCCC2)c(C(C)C)c1.CN1CCCN2CCCN=C12.c1ccc(CN(Cc2ccccc2)c2ccno2)cc1. The product is CCc1ccc(Nc2ccc(C)cc2)cc1. No catalyst specified. The yield is 0.